Dataset: Full USPTO retrosynthesis dataset with 1.9M reactions from patents (1976-2016). Task: Predict the reactants needed to synthesize the given product. (1) The reactants are: [CH2:1]=[C:2]([C:4]1[N:5]=[CH:6][C:7]([O:10][C@H:11]2[CH2:32][N:14]3[CH2:15][CH2:16][N:17]([C:19](=[O:31])[CH2:20][C:21]4[CH:26]=[CH:25][CH:24]=[C:23]([C:27]([F:30])([F:29])[F:28])[CH:22]=4)[CH2:18][C@@H:13]3[CH2:12]2)=[N:8][CH:9]=1)[CH3:3]. Given the product [CH:2]([C:4]1[N:5]=[CH:6][C:7]([O:10][C@H:11]2[CH2:32][N:14]3[CH2:15][CH2:16][N:17]([C:19](=[O:31])[CH2:20][C:21]4[CH:26]=[CH:25][CH:24]=[C:23]([C:27]([F:30])([F:28])[F:29])[CH:22]=4)[CH2:18][C@@H:13]3[CH2:12]2)=[N:8][CH:9]=1)([CH3:3])[CH3:1], predict the reactants needed to synthesize it. (2) Given the product [CH3:14][S:15]([O:5][CH:3]([CH:2]([O:6][S:15]([CH3:14])(=[O:17])=[O:16])[CH3:1])[CH3:4])(=[O:17])=[O:16], predict the reactants needed to synthesize it. The reactants are: [CH3:1][CH:2]([OH:6])[CH:3]([OH:5])[CH3:4].CCN(CC)CC.[CH3:14][S:15](Cl)(=[O:17])=[O:16]. (3) The reactants are: [CH:1]1[C:13]2[NH:12][C:11]3[C:6](=[CH:7][CH:8]=[CH:9][CH:10]=3)[C:5]=2[CH:4]=[CH:3][CH:2]=1.[Br:14][CH2:15][CH2:16][CH2:17][CH2:18][CH2:19][CH2:20]Br.CC([O-])(C)C.[K+]. Given the product [Br:14][CH2:15][CH2:16][CH2:17][CH2:18][CH2:19][CH2:20][N:12]1[C:11]2[CH:10]=[CH:9][CH:8]=[CH:7][C:6]=2[C:5]2[C:13]1=[CH:1][CH:2]=[CH:3][CH:4]=2, predict the reactants needed to synthesize it. (4) Given the product [CH2:15]([NH:12][C:13]([N:9]1[C:10](=[O:11])[C:5]2[C:6](=[N:7][C:2]([CH3:1])=[CH:3][CH:4]=2)[O:8]1)=[O:14])[CH2:16][CH2:17][CH2:18][CH2:19][CH3:20], predict the reactants needed to synthesize it. The reactants are: [CH3:1][C:2]1[N:7]=[C:6]2[O:8][N:9]=[C:10]([OH:11])[C:5]2=[CH:4][CH:3]=1.[N:12]([CH2:15][CH2:16][CH2:17][CH2:18][CH2:19][CH3:20])=[C:13]=[O:14]. (5) Given the product [Cl:1][C:2]1[C:3]2[C:10]([I:11])=[C:9]([C:12](=[O:14])[CH3:13])[S:8][C:4]=2[N:5]=[CH:6][N:7]=1, predict the reactants needed to synthesize it. The reactants are: [Cl:1][C:2]1[C:3]2[C:10]([I:11])=[C:9]([CH:12]([OH:14])[CH3:13])[S:8][C:4]=2[N:5]=[CH:6][N:7]=1.CC(OI1(OC(C)=O)(OC(C)=O)OC(=O)C2C=CC=CC1=2)=O. (6) Given the product [F:31][CH:30]([F:32])[C:26]1[NH:25][C:6]([C:5]2[CH:23]=[CH:24][C:2]([F:1])=[CH:3][CH:4]=2)=[C:8]([C:9]#[N:10])[CH:11]([C:12]2[CH:13]=[C:14]3[C:18](=[CH:19][C:20]=2[F:21])[NH:17][N:16]=[C:15]3[CH3:22])[C:27]=1[C:28]#[N:29], predict the reactants needed to synthesize it. The reactants are: [F:1][C:2]1[CH:24]=[CH:23][C:5]([C:6](/[C:8](=[CH:11]/[C:12]2[CH:13]=[C:14]3[C:18](=[CH:19][C:20]=2[F:21])[NH:17][N:16]=[C:15]3[CH3:22])/[C:9]#[N:10])=O)=[CH:4][CH:3]=1.[NH2:25][C:26]([CH:30]([F:32])[F:31])=[CH:27][C:28]#[N:29].C(O)(=O)C. (7) The reactants are: [C:1]1([CH:7]([CH3:29])[CH2:8]/[CH:9]=[CH:10]\[C:11]2[N:12]=[C:13]([CH:16]3[CH2:21][CH2:20][N:19]([C:22]([O:24][C:25]([CH3:28])([CH3:27])[CH3:26])=[O:23])[CH2:18][CH2:17]3)[S:14][CH:15]=2)[CH:6]=[CH:5][CH:4]=[CH:3][CH:2]=1. Given the product [C:1]1([CH:7]([CH3:29])[CH2:8][CH2:9][CH2:10][C:11]2[N:12]=[C:13]([CH:16]3[CH2:21][CH2:20][N:19]([C:22]([O:24][C:25]([CH3:28])([CH3:27])[CH3:26])=[O:23])[CH2:18][CH2:17]3)[S:14][CH:15]=2)[CH:2]=[CH:3][CH:4]=[CH:5][CH:6]=1, predict the reactants needed to synthesize it. (8) Given the product [C:29]1(=[C:9]([C:13]2[S:12][CH:11]=[C:10]([CH3:28])[N:14]=2)[C:7]#[N:8])[CH2:35][CH2:34][CH2:33][CH2:32][CH2:31][CH2:30]1, predict the reactants needed to synthesize it. The reactants are: C1(C2[N:8]=[C:7]([C:9]3[C:10]4[CH2:28]CCC[C:11]=4[S:12][C:13]=3[NH:14]C(N3CCC[C@@H]3C(O)=O)=O)ON=2)CC1.[C:29]1(=O)[CH2:35][CH2:34][CH2:33][CH2:32][CH2:31][CH2:30]1.CC1N=C(CC#N)SC=1.